This data is from Reaction yield outcomes from USPTO patents with 853,638 reactions. The task is: Predict the reaction yield, written as a fraction of the theoretical maximum amount of product (1.0 means a 100% yield; for example, 0.34 means a 34% yield). (1) The reactants are [Cl:1][C:2]1[C:7](I)=[CH:6][C:5]([NH:9][CH2:10][C:11]([O:13]C)=[O:12])=[C:4]([O:15][CH3:16])[CH:3]=1.[Cl:17][C:18]1[CH:23]=[CH:22][C:21]([Cl:24])=[CH:20][C:19]=1B(O)O.C([O-])([O-])=O.[Na+].[Na+]. The catalyst is O1CCOCC1.O.C1C=CC([P]([Pd]([P](C2C=CC=CC=2)(C2C=CC=CC=2)C2C=CC=CC=2)([P](C2C=CC=CC=2)(C2C=CC=CC=2)C2C=CC=CC=2)[P](C2C=CC=CC=2)(C2C=CC=CC=2)C2C=CC=CC=2)(C2C=CC=CC=2)C2C=CC=CC=2)=CC=1. The product is [Cl:17][C:18]1[CH:23]=[CH:22][C:21]([Cl:24])=[CH:20][C:19]=1[C:7]1[C:2]([Cl:1])=[CH:3][C:4]([O:15][CH3:16])=[C:5]([NH:9][CH2:10][C:11]([OH:13])=[O:12])[CH:6]=1. The yield is 0.590. (2) The reactants are [CH:1]([N:4]1[CH:8]=[C:7]([C:9](=O)[CH2:10][C:11]([O:13]CC)=O)[CH:6]=[N:5]1)([CH3:3])[CH3:2].Br[CH:18]([CH3:21])[C:19]#[CH:20].C(=O)([O-])[O-].[K+].[K+].[NH2:28][C:29]1[NH:33][N:32]=[CH:31][C:30]=1[C:34]#[N:35]. The catalyst is CC(C)=O.O.C(OCC)(=O)C.[Ti](Cl)(Cl)(Cl)Cl. The product is [CH:1]([N:4]1[CH:8]=[C:7]([C:9]2[NH:28][C:29]3[N:33]([N:32]=[CH:31][C:30]=3[C:34]#[N:35])[C:11](=[O:13])[C:10]=2[CH:18]([CH3:21])[C:19]#[CH:20])[CH:6]=[N:5]1)([CH3:2])[CH3:3]. The yield is 0.120. (3) The reactants are [CH:1]1([NH:4][C:5](=[O:33])[NH:6][C:7]2[CH:31]=[CH:30][C:10]([O:11][C:12]3[CH:17]=[CH:16][N:15]=[C:14]4[CH:18]=[C:19]([C:21]5[CH:29]=[CH:28][C:24]([C:25]([OH:27])=O)=[CH:23][N:22]=5)[S:20][C:13]=34)=[C:9]([F:32])[CH:8]=2)[CH2:3][CH2:2]1.CC[N:36]([CH:40]([CH3:42])C)[CH:37]([CH3:39])C.N1CCCC1.CN(C(ON1N=NC2C=CC=NC1=2)=[N+](C)C)C.F[P-](F)(F)(F)(F)F. The catalyst is CN(C=O)C. The product is [CH:1]1([NH:4][C:5]([NH:6][C:7]2[CH:31]=[CH:30][C:10]([O:11][C:12]3[CH:17]=[CH:16][N:15]=[C:14]4[CH:18]=[C:19]([C:21]5[CH:29]=[CH:28][C:24]([C:25]([N:36]6[CH2:37][CH2:39][CH2:42][CH2:40]6)=[O:27])=[CH:23][N:22]=5)[S:20][C:13]=34)=[C:9]([F:32])[CH:8]=2)=[O:33])[CH2:3][CH2:2]1. The yield is 0.190.